This data is from Full USPTO retrosynthesis dataset with 1.9M reactions from patents (1976-2016). The task is: Predict the reactants needed to synthesize the given product. Given the product [Br:1][C:2]1[N:7]=[CH:6][C:5](/[N:8]=[CH:16]/[CH:23]([O:28][CH2:29][CH3:30])[CH3:24])=[C:4]([NH:9][CH:10]([CH3:15])[C:11]([F:14])([F:12])[F:13])[CH:3]=1, predict the reactants needed to synthesize it. The reactants are: [Br:1][C:2]1[N:7]=[CH:6][C:5]([NH2:8])=[C:4]([NH:9][CH:10]([CH3:15])[C:11]([F:14])([F:13])[F:12])[CH:3]=1.[C:16](O)(=O)C.C(O[C:23]([O:28][CH2:29][CH3:30])(OCC)[CH3:24])C.